Dataset: Full USPTO retrosynthesis dataset with 1.9M reactions from patents (1976-2016). Task: Predict the reactants needed to synthesize the given product. (1) Given the product [CH3:1][O:2][C:3]1[CH:4]=[C:5]([CH:32]=[CH:33][C:34]=1[O:35][CH3:36])[CH2:6][CH:7]1[C:13]2[CH:14]=[C:15]([O:20][CH3:21])[C:16]([O:18][CH3:19])=[CH:17][C:12]=2[CH2:11][CH2:10][CH2:9][N:8]1[CH:22]([C:26]1[CH:31]=[CH:30][CH:29]=[CH:28][CH:27]=1)[C:23]([NH:41][CH2:40][CH2:39][C:38]([CH3:43])([CH3:42])[CH3:37])=[O:24], predict the reactants needed to synthesize it. The reactants are: [CH3:1][O:2][C:3]1[CH:4]=[C:5]([CH:32]=[CH:33][C:34]=1[O:35][CH3:36])[CH2:6][CH:7]1[C:13]2[CH:14]=[C:15]([O:20][CH3:21])[C:16]([O:18][CH3:19])=[CH:17][C:12]=2[CH2:11][CH2:10][CH2:9][N:8]1[CH:22]([C:26]1[CH:31]=[CH:30][CH:29]=[CH:28][CH:27]=1)[C:23](O)=[O:24].[CH3:37][C:38]([CH3:43])([CH3:42])[CH2:39][CH2:40][NH2:41]. (2) Given the product [CH3:16][O:17][CH2:18][C@@H:19]1[CH2:23][CH2:22][CH2:21][N:20]1[C:13]([C:9]1[CH:10]=[N:11][O:12][C:8]=1[C:5]1[CH:4]=[CH:3][C:2]([CH3:1])=[CH:7][CH:6]=1)=[O:15], predict the reactants needed to synthesize it. The reactants are: [CH3:1][C:2]1[CH:7]=[CH:6][C:5]([C:8]2[O:12][N:11]=[CH:10][C:9]=2[C:13]([OH:15])=O)=[CH:4][CH:3]=1.[CH3:16][O:17][CH2:18][C@@H:19]1[CH2:23][CH2:22][CH2:21][NH:20]1.